From a dataset of CYP3A4 inhibition data for predicting drug metabolism from PubChem BioAssay. Regression/Classification. Given a drug SMILES string, predict its absorption, distribution, metabolism, or excretion properties. Task type varies by dataset: regression for continuous measurements (e.g., permeability, clearance, half-life) or binary classification for categorical outcomes (e.g., BBB penetration, CYP inhibition). Dataset: cyp3a4_veith. The molecule is CN1CCC2(CC1)CCN(C(=O)Oc1ccccc1)CC2. The result is 0 (non-inhibitor).